From a dataset of Full USPTO retrosynthesis dataset with 1.9M reactions from patents (1976-2016). Predict the reactants needed to synthesize the given product. (1) Given the product [Br:1][C:2]1[CH:8]=[CH:7][CH:6]=[C:5]2[C:3]=1[N:4]=[CH:18][CH:19]=[C:10]2[I:9], predict the reactants needed to synthesize it. The reactants are: [Br:1][C:2]1[CH:8]=[CH:7][CH:6]=[CH:5][C:3]=1[NH2:4].[I:9][C:10]1[CH:19]=[CH:18]C2C(=CC=CC=2)N=1. (2) The reactants are: [C:1]([N:5]1[CH2:10][CH2:9][N:8]([CH2:11][C:12]2[CH:13]=[C:14](B(O)O)[CH:15]=[CH:16][CH:17]=2)[CH2:7][CH2:6]1)([CH3:4])([CH3:3])[CH3:2].C([O-])([O-])=O.[Na+].[Na+].Br[C:28]1[CH:29]=[C:30]([C:34]2[CH:39]=[C:38]([NH:40][CH:41]3[CH2:45][CH2:44][CH2:43][CH2:42]3)[N:37]=[C:36]([C:46]3[CH:51]=[CH:50][CH:49]=[CH:48][N:47]=3)[CH:35]=2)[CH:31]=[N:32][CH:33]=1. Given the product [C:1]([N:5]1[CH2:10][CH2:9][N:8]([CH2:11][C:12]2[CH:13]=[C:14]([C:28]3[CH:29]=[C:30]([C:34]4[CH:39]=[C:38]([NH:40][CH:41]5[CH2:45][CH2:44][CH2:43][CH2:42]5)[N:37]=[C:36]([C:46]5[CH:51]=[CH:50][CH:49]=[CH:48][N:47]=5)[CH:35]=4)[CH:31]=[N:32][CH:33]=3)[CH:15]=[CH:16][CH:17]=2)[CH2:7][CH2:6]1)([CH3:4])([CH3:3])[CH3:2], predict the reactants needed to synthesize it.